Dataset: NCI-60 drug combinations with 297,098 pairs across 59 cell lines. Task: Regression. Given two drug SMILES strings and cell line genomic features, predict the synergy score measuring deviation from expected non-interaction effect. (1) Drug 1: CC1C(C(CC(O1)OC2CC(OC(C2O)C)OC3=CC4=CC5=C(C(=O)C(C(C5)C(C(=O)C(C(C)O)O)OC)OC6CC(C(C(O6)C)O)OC7CC(C(C(O7)C)O)OC8CC(C(C(O8)C)O)(C)O)C(=C4C(=C3C)O)O)O)O. Drug 2: CC1=C(C(=O)C2=C(C1=O)N3CC4C(C3(C2COC(=O)N)OC)N4)N. Cell line: HCT-15. Synergy scores: CSS=52.0, Synergy_ZIP=-6.00, Synergy_Bliss=-1.07, Synergy_Loewe=-7.13, Synergy_HSA=-0.857. (2) Drug 1: CC(CN1CC(=O)NC(=O)C1)N2CC(=O)NC(=O)C2. Drug 2: CS(=O)(=O)CCNCC1=CC=C(O1)C2=CC3=C(C=C2)N=CN=C3NC4=CC(=C(C=C4)OCC5=CC(=CC=C5)F)Cl. Cell line: SF-268. Synergy scores: CSS=10.7, Synergy_ZIP=-2.47, Synergy_Bliss=5.15, Synergy_Loewe=1.91, Synergy_HSA=2.44. (3) Drug 1: CC12CCC3C(C1CCC2=O)CC(=C)C4=CC(=O)C=CC34C. Drug 2: CC1=CC=C(C=C1)C2=CC(=NN2C3=CC=C(C=C3)S(=O)(=O)N)C(F)(F)F. Cell line: MDA-MB-231. Synergy scores: CSS=54.1, Synergy_ZIP=-0.0731, Synergy_Bliss=-1.80, Synergy_Loewe=-1.95, Synergy_HSA=-2.06. (4) Drug 1: CCC1(CC2CC(C3=C(CCN(C2)C1)C4=CC=CC=C4N3)(C5=C(C=C6C(=C5)C78CCN9C7C(C=CC9)(C(C(C8N6C)(C(=O)OC)O)OC(=O)C)CC)OC)C(=O)OC)O.OS(=O)(=O)O. Drug 2: CC(C)CN1C=NC2=C1C3=CC=CC=C3N=C2N. Cell line: SF-295. Synergy scores: CSS=0.930, Synergy_ZIP=2.20, Synergy_Bliss=-0.700, Synergy_Loewe=-0.564, Synergy_HSA=-2.73. (5) Drug 1: CC=C1C(=O)NC(C(=O)OC2CC(=O)NC(C(=O)NC(CSSCCC=C2)C(=O)N1)C(C)C)C(C)C. Drug 2: C1CN1C2=NC(=NC(=N2)N3CC3)N4CC4. Cell line: TK-10. Synergy scores: CSS=29.6, Synergy_ZIP=-4.69, Synergy_Bliss=1.91, Synergy_Loewe=-4.76, Synergy_HSA=0.834. (6) Drug 1: CN(C)C1=NC(=NC(=N1)N(C)C)N(C)C. Drug 2: CC(C1=C(C=CC(=C1Cl)F)Cl)OC2=C(N=CC(=C2)C3=CN(N=C3)C4CCNCC4)N. Cell line: SR. Synergy scores: CSS=38.9, Synergy_ZIP=-6.58, Synergy_Bliss=-12.4, Synergy_Loewe=-26.0, Synergy_HSA=-13.4. (7) Drug 1: C1=NC2=C(N=C(N=C2N1C3C(C(C(O3)CO)O)F)Cl)N. Drug 2: C1CC(=O)NC(=O)C1N2C(=O)C3=CC=CC=C3C2=O. Cell line: SF-539. Synergy scores: CSS=1.66, Synergy_ZIP=-0.660, Synergy_Bliss=0.00878, Synergy_Loewe=3.30, Synergy_HSA=-1.70.